This data is from Catalyst prediction with 721,799 reactions and 888 catalyst types from USPTO. The task is: Predict which catalyst facilitates the given reaction. (1) Reactant: [C:1]([CH2:3][CH:4]([C:27]1([C:30]#[N:31])[CH2:29][CH2:28]1)[N:5]1[CH:9]=[C:8]([C:10]2[C:11]3[CH:18]=[CH:17][N:16](COCC[Si](C)(C)C)[C:12]=3[N:13]=[CH:14][N:15]=2)[CH:7]=[N:6]1)#[N:2].[C:32]([OH:38])([C:34]([F:37])([F:36])[F:35])=[O:33]. Product: [F:35][C:34]([F:37])([F:36])[C:32]([OH:38])=[O:33].[C:1]([CH2:3][CH:4]([C:27]1([C:30]#[N:31])[CH2:29][CH2:28]1)[N:5]1[CH:9]=[C:8]([C:10]2[C:11]3[CH:18]=[CH:17][NH:16][C:12]=3[N:13]=[CH:14][N:15]=2)[CH:7]=[N:6]1)#[N:2]. The catalyst class is: 2. (2) The catalyst class is: 14. Reactant: [CH2:1]([O:8][C:9](=[O:20])[C:10]1[CH:15]=[CH:14][C:13]([C:16](=O)[CH2:17]Br)=[N:12][CH:11]=1)[C:2]1[CH:7]=[CH:6][CH:5]=[CH:4][CH:3]=1.[NH2:21][C:22]([NH2:24])=[S:23].CC([O-])=O.[Na+]. Product: [CH2:1]([O:8][C:9](=[O:20])[C:10]1[CH:15]=[CH:14][C:13]([C:16]2[N:21]=[C:22]([NH2:24])[S:23][CH:17]=2)=[N:12][CH:11]=1)[C:2]1[CH:7]=[CH:6][CH:5]=[CH:4][CH:3]=1.